This data is from Forward reaction prediction with 1.9M reactions from USPTO patents (1976-2016). The task is: Predict the product of the given reaction. Given the reactants [F:1][C:2]1[CH:3]=[CH:4][C:5]([N+:9]([O-:11])=[O:10])=[C:6]([CH3:8])[CH:7]=1.[Mn]([O-])(=O)(=O)=[O:13].[K+].[OH2:18], predict the reaction product. The product is: [F:1][C:2]1[CH:3]=[CH:4][C:5]([N+:9]([O-:11])=[O:10])=[C:6]([CH:7]=1)[C:8]([OH:13])=[O:18].